This data is from Reaction yield outcomes from USPTO patents with 853,638 reactions. The task is: Predict the reaction yield, written as a fraction of the theoretical maximum amount of product (1.0 means a 100% yield; for example, 0.34 means a 34% yield). The reactants are C(N(CC)CC)C.[CH3:8][C:9]1[O:10][C:11]([CH3:18])=[CH:12][C:13]=1[S:14](Cl)(=[O:16])=[O:15].[F:19][C:20]1[CH:21]=[CH:22][C:23]([O:35][CH3:36])=[C:24]([C:26]2[CH:31]=[CH:30][C:29]([CH:32]([NH2:34])[CH3:33])=[CH:28][CH:27]=2)[CH:25]=1. The catalyst is ClCCl. The product is [F:19][C:20]1[CH:21]=[CH:22][C:23]([O:35][CH3:36])=[C:24]([C:26]2[CH:31]=[CH:30][C:29]([C@H:32]([NH:34][S:14]([C:13]3[CH:12]=[C:11]([CH3:18])[O:10][C:9]=3[CH3:8])(=[O:16])=[O:15])[CH3:33])=[CH:28][CH:27]=2)[CH:25]=1. The yield is 0.118.